This data is from Full USPTO retrosynthesis dataset with 1.9M reactions from patents (1976-2016). The task is: Predict the reactants needed to synthesize the given product. (1) The reactants are: C(=O)([O-])[O-].[Cs+].[Cs+].[Br:7][C:8]1[N:13]=[CH:12][C:11]([OH:14])=[CH:10][CH:9]=1.Cl[C:16]1[C:21]([C:22]2[CH:27]=[CH:26][N:25]=[C:24]([NH:28][CH3:29])[N:23]=2)=[CH:20][CH:19]=[CH:18][N:17]=1.C(Cl)Cl. Given the product [Br:7][C:8]1[N:13]=[CH:12][C:11]([O:14][C:16]2[C:21]([C:22]3[CH:27]=[CH:26][N:25]=[C:24]([NH:28][CH3:29])[N:23]=3)=[CH:20][CH:19]=[CH:18][N:17]=2)=[CH:10][CH:9]=1, predict the reactants needed to synthesize it. (2) Given the product [CH:1]([OH:4])=[O:3].[NH2:28][C:27]1[CH:14]=[C:23]([CH2:7][C:8]([NH:46][C@H:45]([B:51]([OH:52])[OH:59])[CH2:44][C:40]2[C:39]([OH:64])=[C:38]([CH:43]=[CH:42][CH:41]=2)[C:37]([OH:36])=[O:66])=[O:9])[CH:24]=[CH:25][N:26]=1, predict the reactants needed to synthesize it. The reactants are: [C:1]([OH:4])(=[O:3])C.CN1CC[O:9][CH2:8][CH2:7]1.ON1C(=O)CC[C:14]1=O.Cl.CN(C)[CH2:23][CH2:24][CH2:25][N:26]=[C:27]=[N:28]CC.C([O:36][C:37](=[O:66])[C:38]1[CH:43]=[CH:42][CH:41]=[C:40]([CH2:44][CH:45]([B:51]2[O:59]C3C(C)(C4CC(C3)C4(C)C)[O:52]2)[NH:46][Si](C)(C)C)[C:39]=1[O:64]C)(C)(C)C.